This data is from Full USPTO retrosynthesis dataset with 1.9M reactions from patents (1976-2016). The task is: Predict the reactants needed to synthesize the given product. (1) The reactants are: [CH3:1][O:2][C:3]1[CH:8]=[CH:7][C:6]([CH3:9])=[CH:5][C:4]=1[CH2:10]O.C1(P([N:26]=[N+:27]=[N-:28])(C2C=CC=CC=2)=O)C=CC=CC=1.N12CCCN=C1CCCCC2.O. Given the product [N:26]([CH2:10][C:4]1[CH:5]=[C:6]([CH3:9])[CH:7]=[CH:8][C:3]=1[O:2][CH3:1])=[N+:27]=[N-:28], predict the reactants needed to synthesize it. (2) The reactants are: [Cl:1][C:2]1[CH:7]=[C:6]([Cl:8])[CH:5]=[CH:4][C:3]=1[NH:9][NH2:10].[OH:11][C:12]1[CH:19]=[C:18]([OH:20])[CH:17]=[CH:16][C:13]=1[CH:14]=O. Given the product [Cl:1][C:2]1[CH:7]=[C:6]([Cl:8])[CH:5]=[CH:4][C:3]=1[NH:9][N:10]=[CH:14][C:13]1[CH:16]=[CH:17][C:18]([OH:20])=[CH:19][C:12]=1[OH:11], predict the reactants needed to synthesize it. (3) Given the product [CH3:17][O:16][C:14](=[O:15])[CH2:13][CH:12]1[C:18]([OH:19])([C:20]2[CH:21]=[CH:22][CH:23]=[CH:24][CH:25]=2)[N:8]([C:5]2[N:4]=[N:3][C:2]([Cl:1])=[CH:7][CH:6]=2)[N:9]=[C:11]1[CH3:26], predict the reactants needed to synthesize it. The reactants are: [Cl:1][C:2]1[N:3]=[N:4][C:5]([NH:8][NH2:9])=[CH:6][CH:7]=1.O=[C:11]([CH3:26])[CH:12]([C:18]([C:20]1[CH:25]=[CH:24][CH:23]=[CH:22][CH:21]=1)=[O:19])[CH2:13][C:14]([O:16][CH3:17])=[O:15]. (4) Given the product [C:29]([CH:28]([C:22]1[CH:23]=[CH:24][C:25]([CH3:27])=[CH:26][C:21]=1[CH3:20])[C:31](=[O:33])[CH3:32])#[N:30], predict the reactants needed to synthesize it. The reactants are: [Na].C1CCC(=C(F)CNCC2C=CC(F)=CC=2)CC1.[CH3:20][C:21]1[CH:26]=[C:25]([CH3:27])[CH:24]=[CH:23][C:22]=1[CH2:28][C:29]#[N:30].[C:31](OCC)(=[O:33])[CH3:32]. (5) Given the product [Cl:7][C:8]1[CH:9]=[CH:10][C:11]([OH:12])=[C:24]([C:23]2[C:14]([CH2:13][OH:30])=[C:15]3[C:20]([NH:19][C:18]([CH3:26])([CH3:27])[C:17](=[O:28])[N:16]3[CH3:29])=[CH:21][CH:22]=2)[CH:25]=1, predict the reactants needed to synthesize it. The reactants are: [H-].[Al+3].[Li+].[H-].[H-].[H-].[Cl:7][C:8]1[CH:25]=[C:24]2[C:11]([O:12][C:13](=[O:30])[C:14]3[C:23]2=[CH:22][CH:21]=[C:20]2[C:15]=3[N:16]([CH3:29])[C:17](=[O:28])[C:18]([CH3:27])([CH3:26])[NH:19]2)=[CH:10][CH:9]=1.C(OCC)(=O)C.O.